From a dataset of Full USPTO retrosynthesis dataset with 1.9M reactions from patents (1976-2016). Predict the reactants needed to synthesize the given product. The reactants are: [C:1](C(O)(CCC)C#CC(=O)C)([CH3:4])([CH3:3])[CH3:2].C([CH2:19][CH:20]([OH:30])[C:21]#[C:22][CH:23]([OH:29])[CH2:24][CH:25]([CH3:28])[CH2:26][CH3:27])(C)(C)C. Given the product [C:1]([C:23]([OH:29])([CH2:24][CH:25]([CH3:28])[CH2:26][CH3:27])[C:22]#[C:21][C:20](=[O:30])[CH3:19])([CH3:4])([CH3:3])[CH3:2], predict the reactants needed to synthesize it.